Dataset: Forward reaction prediction with 1.9M reactions from USPTO patents (1976-2016). Task: Predict the product of the given reaction. Given the reactants [CH:1]([N:4]1[C:9](=[O:10])[CH:8]=[CH:7][C:6]([C:11]2[CH:12]=[C:13]([C:24]#[N:25])[C:14](=[O:23])[NH:15][C:16]=2[C:17]2[CH:22]=[CH:21][CH:20]=[CH:19][CH:18]=2)=[N:5]1)([CH3:3])[CH3:2].OO.C([O-])([O-])=[O:29].[K+].[K+].Cl, predict the reaction product. The product is: [CH:1]([N:4]1[C:9](=[O:10])[CH:8]=[CH:7][C:6]([C:11]2[CH:12]=[C:13]([C:24]([NH2:25])=[O:29])[C:14](=[O:23])[NH:15][C:16]=2[C:17]2[CH:22]=[CH:21][CH:20]=[CH:19][CH:18]=2)=[N:5]1)([CH3:3])[CH3:2].